From a dataset of NCI-60 drug combinations with 297,098 pairs across 59 cell lines. Regression. Given two drug SMILES strings and cell line genomic features, predict the synergy score measuring deviation from expected non-interaction effect. (1) Drug 1: CCC1(CC2CC(C3=C(CCN(C2)C1)C4=CC=CC=C4N3)(C5=C(C=C6C(=C5)C78CCN9C7C(C=CC9)(C(C(C8N6C=O)(C(=O)OC)O)OC(=O)C)CC)OC)C(=O)OC)O.OS(=O)(=O)O. Drug 2: C1C(C(OC1N2C=NC3=C2NC=NCC3O)CO)O. Cell line: SF-268. Synergy scores: CSS=0.239, Synergy_ZIP=3.69, Synergy_Bliss=3.86, Synergy_Loewe=-1.26, Synergy_HSA=0.347. (2) Drug 1: CC1=CC=C(C=C1)C2=CC(=NN2C3=CC=C(C=C3)S(=O)(=O)N)C(F)(F)F. Drug 2: CCN(CC)CCNC(=O)C1=C(NC(=C1C)C=C2C3=C(C=CC(=C3)F)NC2=O)C. Cell line: OVCAR3. Synergy scores: CSS=-3.51, Synergy_ZIP=0.672, Synergy_Bliss=-4.15, Synergy_Loewe=-5.95, Synergy_HSA=-6.92. (3) Drug 1: CC1=CC2C(CCC3(C2CCC3(C(=O)C)OC(=O)C)C)C4(C1=CC(=O)CC4)C. Drug 2: C1=NC2=C(N1)C(=S)N=CN2. Cell line: SK-MEL-28. Synergy scores: CSS=2.10, Synergy_ZIP=0.222, Synergy_Bliss=-1.46, Synergy_Loewe=-12.8, Synergy_HSA=-5.61.